This data is from Peptide-MHC class II binding affinity with 134,281 pairs from IEDB. The task is: Regression. Given a peptide amino acid sequence and an MHC pseudo amino acid sequence, predict their binding affinity value. This is MHC class II binding data. (1) The MHC is DRB4_0101 with pseudo-sequence DRB4_0103. The peptide sequence is IEGITLLNAKFFHMN. The binding affinity (normalized) is 0.150. (2) The peptide sequence is RELKCGDGIFIFRDS. The binding affinity (normalized) is 0. The MHC is DRB1_1101 with pseudo-sequence DRB1_1101. (3) The peptide sequence is GRLITANPVVTKKEE. The MHC is DRB1_0802 with pseudo-sequence DRB1_0802. The binding affinity (normalized) is 0.660.